Task: Predict the product of the given reaction.. Dataset: Forward reaction prediction with 1.9M reactions from USPTO patents (1976-2016) (1) Given the reactants Cl[C:2]1[C:7]([C:8]2([OH:12])[CH2:11][CH2:10][CH2:9]2)=[CH:6][N:5]=[C:4]([C:13]#[N:14])[CH:3]=1.[F:15][C:16]([F:20])([F:19])[CH2:17][OH:18], predict the reaction product. The product is: [OH:12][C:8]1([C:7]2[C:2]([O:18][CH2:17][C:16]([F:20])([F:19])[F:15])=[CH:3][C:4]([C:13]#[N:14])=[N:5][CH:6]=2)[CH2:11][CH2:10][CH2:9]1. (2) Given the reactants [CH2:1]([O:3][C:4](=[O:17])[CH2:5][C:6]1[N:14]2[C:9]([CH:10]=[C:11]([Cl:15])[CH:12]=[CH:13]2)=[CH:8][C:7]=1[CH3:16])[CH3:2].[F:18][C:19]1[CH:20]=[C:21]2[C:26](=[CH:27][CH:28]=1)[N:25]=[C:24]([CH:29]=O)[CH:23]=[CH:22]2, predict the reaction product. The product is: [CH2:1]([O:3][C:4](=[O:17])[CH2:5][C:6]1[N:14]2[C:9]([CH:10]=[C:11]([Cl:15])[CH:12]=[CH:13]2)=[C:8]([CH2:29][C:24]2[CH:23]=[CH:22][C:21]3[C:26](=[CH:27][CH:28]=[C:19]([F:18])[CH:20]=3)[N:25]=2)[C:7]=1[CH3:16])[CH3:2]. (3) Given the reactants [CH:1]1[N:5]2[CH:6]3[C@H:11]([CH:12]=[CH:13][C:4]2=[N:3][CH:2]=1)[C@H:10]1[CH2:14][CH2:15][C@H:16]2[C@H:20]([C@@H:9]1[CH2:8][CH2:7]3)[CH2:19][CH2:18][C@H:17]2[C:21](O)=[O:22].[CH2:24](Cl)[CH2:25]Cl.C1C=NC2N([OH:37])N=NC=2C=1.[CH3:38][CH2:39][N:40](C(C)C)C(C)C.CN([CH:50]=[O:51])C, predict the reaction product. The product is: [CH:1]1[N:5]2[CH:6]3[C@H:11]([CH2:12][CH2:13][C:4]2=[N:3][CH:2]=1)[C@H:10]1[CH2:14][CH2:15][C@H:16]2[C@H:20]([C@@H:9]1[CH2:8][CH2:7]3)[CH2:19][CH2:18][C@H:17]2[C:21]([NH:40][CH:39]([CH2:24][CH3:25])[C:38]([O:51][CH3:50])=[O:37])=[O:22].